This data is from Reaction yield outcomes from USPTO patents with 853,638 reactions. The task is: Predict the reaction yield, written as a fraction of the theoretical maximum amount of product (1.0 means a 100% yield; for example, 0.34 means a 34% yield). (1) The reactants are [CH3:1][S:2][C:3]1[N:4]=[CH:5][C:6]2[C:15]3[CH:14]=[CH:13][C:12]([C:16]([O:18][CH3:19])=[O:17])=[CH:11][C:10]=3[NH:9][C:8](=O)[C:7]=2[N:21]=1.O=P(Cl)(Cl)[Cl:24].CCN(C(C)C)C(C)C. The catalyst is C1(C)C=CC=CC=1. The product is [Cl:24][C:8]1[C:7]2[N:21]=[C:3]([S:2][CH3:1])[N:4]=[CH:5][C:6]=2[C:15]2[CH:14]=[CH:13][C:12]([C:16]([O:18][CH3:19])=[O:17])=[CH:11][C:10]=2[N:9]=1. The yield is 0.630. (2) The reactants are [H-].[Na+].[NH:3]1[CH2:9][CH2:8][CH2:7][CH2:6][C:5]2[CH:10]=[CH:11][CH:12]=[CH:13][C:4]1=2.Br[CH2:15][C:16](=[O:22])[C:17]([O:19][CH2:20][CH3:21])=[O:18]. The catalyst is CN(C)C=O. The product is [CH2:20]([O:19][C:17](=[O:18])[C:16](=[O:22])[CH2:15][N:3]1[CH2:9][CH2:8][CH2:7][CH2:6][C:5]2[CH:10]=[CH:11][CH:12]=[CH:13][C:4]1=2)[CH3:21]. The yield is 0.400. (3) The reactants are [O:1]1[C:5]2[CH:6]=[CH:7][CH:8]=[CH:9][C:4]=2[CH:3]=[N:2]1.[S:10]([Cl:14])(=O)(=[O:12])[OH:11]. The catalyst is ClCCl. The product is [O:1]1[C:5]2[CH:6]=[CH:7][C:8]([S:10]([Cl:14])(=[O:12])=[O:11])=[CH:9][C:4]=2[CH:3]=[N:2]1. The yield is 0.480. (4) The reactants are [CH3:1][C:2]1[O:6][N:5]=[C:4]([C:7]2[CH:12]=[CH:11][CH:10]=[CH:9][CH:8]=2)[C:3]=1[CH2:13][O:14][C:15]1[CH:23]=[CH:22][C:18]([C:19]([OH:21])=O)=[CH:17][N:16]=1.[NH2:24][CH:25]1[CH2:30][CH2:29][CH2:28][CH2:27][CH:26]1[OH:31]. No catalyst specified. The product is [OH:31][CH:26]1[CH2:27][CH2:28][CH2:29][CH2:30][CH:25]1[NH:24][C:19](=[O:21])[C:18]1[CH:22]=[CH:23][C:15]([O:14][CH2:13][C:3]2[C:4]([C:7]3[CH:8]=[CH:9][CH:10]=[CH:11][CH:12]=3)=[N:5][O:6][C:2]=2[CH3:1])=[N:16][CH:17]=1. The yield is 0.500. (5) The reactants are C([O:5][C:6]([C:8]1([CH2:11][CH2:12][CH2:13][CH2:14][CH2:15][C:16](=[O:30])[CH2:17][CH2:18][CH2:19][CH2:20][CH2:21][C:22]([CH3:29])([CH3:28])[C:23]([O:25]CC)=[O:24])[CH2:10][CH2:9]1)=[O:7])(C)(C)C.[OH-].[Na+]. The catalyst is C(O)=O.CCO.O. The product is [C:6]([C:8]1([CH2:11][CH2:12][CH2:13][CH2:14][CH2:15][C:16](=[O:30])[CH2:17][CH2:18][CH2:19][CH2:20][CH2:21][C:22]([CH3:28])([CH3:29])[C:23]([OH:25])=[O:24])[CH2:10][CH2:9]1)([OH:7])=[O:5]. The yield is 0.570. (6) The reactants are [NH2:1][C@@H:2]1[CH2:26][CH2:25][C@@:24]2([CH3:27])[C:4](=[CH:5][CH2:6][C@@H:7]3[C@@H:23]2[CH2:22][CH2:21][C@@:20]2([CH3:28])[C@H:8]3[CH2:9][CH2:10][C@@H:11]2[C@H:12]([CH3:19])[CH2:13][CH2:14][CH2:15][CH:16]([CH3:18])[CH3:17])[CH2:3]1.[ClH:29]. The catalyst is C(OCC)C. The product is [ClH:29].[NH2:1][C@@H:2]1[CH2:26][CH2:25][C@@:24]2([CH3:27])[C:4](=[CH:5][CH2:6][C@@H:7]3[C@@H:23]2[CH2:22][CH2:21][C@@:20]2([CH3:28])[C@H:8]3[CH2:9][CH2:10][C@@H:11]2[C@H:12]([CH3:19])[CH2:13][CH2:14][CH2:15][CH:16]([CH3:18])[CH3:17])[CH2:3]1. The yield is 0.460.